Dataset: hERG Central: cardiac toxicity at 1µM, 10µM, and general inhibition. Task: Predict hERG channel inhibition at various concentrations. The compound is COc1ccc(CN(C)CC(O)COC(c2ccccc2)c2ccccc2)c(OC)c1OC. Results: hERG_inhib (hERG inhibition (general)): blocker.